This data is from Peptide-MHC class I binding affinity with 185,985 pairs from IEDB/IMGT. The task is: Regression. Given a peptide amino acid sequence and an MHC pseudo amino acid sequence, predict their binding affinity value. This is MHC class I binding data. (1) The peptide sequence is LSPRTLNAW. The MHC is HLA-B57:01 with pseudo-sequence HLA-B57:01. The binding affinity (normalized) is 0.740. (2) The peptide sequence is GPMPYMISTY. The MHC is HLA-B53:01 with pseudo-sequence HLA-B53:01. The binding affinity (normalized) is 0.482. (3) The peptide sequence is LVESGGGL. The MHC is HLA-A23:01 with pseudo-sequence HLA-A23:01. The binding affinity (normalized) is 0.172. (4) The peptide sequence is VYRDHSEKK. The MHC is HLA-A11:01 with pseudo-sequence HLA-A11:01. The binding affinity (normalized) is 0.0378. (5) The peptide sequence is LTMNLVSDI. The MHC is HLA-A80:01 with pseudo-sequence HLA-A80:01. The binding affinity (normalized) is 0.0847. (6) The peptide sequence is ADILLHSTYF. The MHC is Mamu-B01 with pseudo-sequence Mamu-B01. The binding affinity (normalized) is 0.190. (7) The peptide sequence is WPVMQWLTA. The MHC is HLA-A03:01 with pseudo-sequence HLA-A03:01. The binding affinity (normalized) is 0.0847.